From a dataset of NCI-60 drug combinations with 297,098 pairs across 59 cell lines. Regression. Given two drug SMILES strings and cell line genomic features, predict the synergy score measuring deviation from expected non-interaction effect. Drug 1: CCC1(CC2CC(C3=C(CCN(C2)C1)C4=CC=CC=C4N3)(C5=C(C=C6C(=C5)C78CCN9C7C(C=CC9)(C(C(C8N6C)(C(=O)OC)O)OC(=O)C)CC)OC)C(=O)OC)O.OS(=O)(=O)O. Drug 2: C1CN(P(=O)(OC1)NCCCl)CCCl. Cell line: CAKI-1. Synergy scores: CSS=0.652, Synergy_ZIP=-1.36, Synergy_Bliss=-4.52, Synergy_Loewe=-0.776, Synergy_HSA=-4.93.